This data is from HIV replication inhibition screening data with 41,000+ compounds from the AIDS Antiviral Screen. The task is: Binary Classification. Given a drug SMILES string, predict its activity (active/inactive) in a high-throughput screening assay against a specified biological target. (1) The compound is COc1cc2c3c(c1)nc(C)n3C(=O)C(C)S2. The result is 0 (inactive). (2) The molecule is Cn1c2ccccc2c2ncc3[nH]c4ccccc4c3c21. The result is 0 (inactive).